This data is from Reaction yield outcomes from USPTO patents with 853,638 reactions. The task is: Predict the reaction yield, written as a fraction of the theoretical maximum amount of product (1.0 means a 100% yield; for example, 0.34 means a 34% yield). The reactants are [N:1]12[CH2:8][CH2:7][C:4]([C:9]([C:17]3[CH:22]=[CH:21][CH:20]=[CH:19][CH:18]=3)([C:11]3[CH:16]=[CH:15][CH:14]=[CH:13][CH:12]=3)[OH:10])([CH2:5][CH2:6]1)[CH2:3][CH2:2]2.[CH3:23][C:24]1[CH:29]=[CH:28][CH:27]=[CH:26][C:25]=1[O:30][CH2:31][CH2:32][CH2:33][Br:34]. The catalyst is CC#N. The product is [Br-:34].[OH:10][C:9]([C:17]1[CH:22]=[CH:21][CH:20]=[CH:19][CH:18]=1)([C:11]1[CH:12]=[CH:13][CH:14]=[CH:15][CH:16]=1)[C:4]12[CH2:5][CH2:6][N+:1]([CH2:33][CH2:32][CH2:31][O:30][C:25]3[CH:26]=[CH:27][CH:28]=[CH:29][C:24]=3[CH3:23])([CH2:2][CH2:3]1)[CH2:8][CH2:7]2. The yield is 0.765.